Task: Regression. Given two drug SMILES strings and cell line genomic features, predict the synergy score measuring deviation from expected non-interaction effect.. Dataset: NCI-60 drug combinations with 297,098 pairs across 59 cell lines (1) Drug 1: C1=CC(=C2C(=C1NCCNCCO)C(=O)C3=C(C=CC(=C3C2=O)O)O)NCCNCCO. Drug 2: CC(C1=C(C=CC(=C1Cl)F)Cl)OC2=C(N=CC(=C2)C3=CN(N=C3)C4CCNCC4)N. Cell line: NCIH23. Synergy scores: CSS=66.6, Synergy_ZIP=1.92, Synergy_Bliss=3.17, Synergy_Loewe=-15.8, Synergy_HSA=6.24. (2) Drug 1: CCC(=C(C1=CC=CC=C1)C2=CC=C(C=C2)OCCN(C)C)C3=CC=CC=C3.C(C(=O)O)C(CC(=O)O)(C(=O)O)O. Drug 2: CC1=C(C=C(C=C1)C(=O)NC2=CC(=CC(=C2)C(F)(F)F)N3C=C(N=C3)C)NC4=NC=CC(=N4)C5=CN=CC=C5. Cell line: HCT116. Synergy scores: CSS=-1.40, Synergy_ZIP=2.17, Synergy_Bliss=1.03, Synergy_Loewe=-0.397, Synergy_HSA=-2.00. (3) Drug 1: CN(C)C1=NC(=NC(=N1)N(C)C)N(C)C. Drug 2: CC1=C2C(C(=O)C3(C(CC4C(C3C(C(C2(C)C)(CC1OC(=O)C(C(C5=CC=CC=C5)NC(=O)C6=CC=CC=C6)O)O)OC(=O)C7=CC=CC=C7)(CO4)OC(=O)C)O)C)OC(=O)C. Cell line: MCF7. Synergy scores: CSS=31.2, Synergy_ZIP=2.62, Synergy_Bliss=1.58, Synergy_Loewe=-30.0, Synergy_HSA=-0.695. (4) Drug 1: CC1=C(C(CCC1)(C)C)C=CC(=CC=CC(=CC(=O)O)C)C. Drug 2: CC1=C2C(C(=O)C3(C(CC4C(C3C(C(C2(C)C)(CC1OC(=O)C(C(C5=CC=CC=C5)NC(=O)OC(C)(C)C)O)O)OC(=O)C6=CC=CC=C6)(CO4)OC(=O)C)O)C)O. Cell line: SF-295. Synergy scores: CSS=0.712, Synergy_ZIP=2.95, Synergy_Bliss=7.13, Synergy_Loewe=5.36, Synergy_HSA=5.98.